From a dataset of Reaction yield outcomes from USPTO patents with 853,638 reactions. Predict the reaction yield, written as a fraction of the theoretical maximum amount of product (1.0 means a 100% yield; for example, 0.34 means a 34% yield). (1) The reactants are [Cl:1][C:2]1[N:7]=[C:6]2[N:8]=[C:9]([CH2:16][N:17]3[C:21]4[CH:22]=[N:23][CH:24]=[CH:25][C:20]=4[N:19]([CH:26]4[CH2:28][CH2:27]4)[C:18]3=[O:29])[N:10]([CH2:11][CH2:12][CH2:13][CH:14]=[O:15])[C:5]2=[CH:4][CH:3]=1.[CH3:30][Mg]I. The catalyst is C1COCC1.C([O-])(O)=O.[Na+]. The product is [Cl:1][C:2]1[N:7]=[C:6]2[N:8]=[C:9]([CH2:16][N:17]3[C:21]4[CH:22]=[N:23][CH:24]=[CH:25][C:20]=4[N:19]([CH:26]4[CH2:28][CH2:27]4)[C:18]3=[O:29])[N:10]([CH2:11][CH2:12][CH2:13][CH:14]([OH:15])[CH3:30])[C:5]2=[CH:4][CH:3]=1. The yield is 0.220. (2) The reactants are Br[CH2:2][CH2:3][CH2:4][C:5]([NH:7][C:8]1[S:9][C:10]([C:14]([NH:16][CH2:17][C:18]2[CH:23]=[CH:22][C:21]([F:24])=[CH:20][CH:19]=2)=[O:15])=[C:11]([CH3:13])[N:12]=1)=[O:6].C(NC(C1SC(NC(=O)CCCBr)=NC=1C)=O)C1C=CC=CC=1. No catalyst specified. The product is [F:24][C:21]1[CH:22]=[CH:23][C:18]([CH2:17][NH:16][C:14]([C:10]2[S:9][C:8]([N:7]3[CH2:2][CH2:3][CH2:4][C:5]3=[O:6])=[N:12][C:11]=2[CH3:13])=[O:15])=[CH:19][CH:20]=1. The yield is 0.850.